Predict the reaction yield, written as a fraction of the theoretical maximum amount of product (1.0 means a 100% yield; for example, 0.34 means a 34% yield). From a dataset of Reaction yield outcomes from USPTO patents with 853,638 reactions. (1) The reactants are C(OC([N:8]1[CH:13]2[CH2:14][CH2:15][CH:9]1[CH2:10][C:11](O)([C:16]1[CH:25]=[CH:24][C:23]3[C:18](=[CH:19][CH:20]=[CH:21][CH:22]=3)[CH:17]=1)[CH2:12]2)=O)(C)(C)C.C(O)(C(F)(F)F)=O. The catalyst is C(Cl)Cl. The product is [CH:17]1[C:18]2[C:23](=[CH:22][CH:21]=[CH:20][CH:19]=2)[CH:24]=[CH:25][C:16]=1[C:11]1[CH2:12][CH:13]2[NH:8][CH:9]([CH2:15][CH2:14]2)[CH:10]=1. The yield is 1.00. (2) The reactants are [NH2:1][C:2]1[N:7]=[CH:6][C:5]([C:8]2[CH2:9][N:10]([C:14]([O:16][C:17]([CH3:20])([CH3:19])[CH3:18])=[O:15])[CH2:11][CH2:12][CH:13]=2)=[CH:4][C:3]=1[N+:21]([O-])=O.CCN(C(C)C)C(C)C.[O:33]([CH2:40][C:41]1[CH:48]=[CH:47][C:44]([CH:45]=O)=[CH:43][CH:42]=1)[C:34]1[CH:39]=[CH:38][CH:37]=[CH:36][CH:35]=1.C(OI(C1C=CC=CC=1)OC(=O)C)(=O)C. The catalyst is CO.[Pt](=O)=O.CCO. The product is [O:33]([CH2:40][C:41]1[CH:42]=[CH:43][C:44]([C:45]2[NH:1][C:2]3=[N:7][CH:6]=[C:5]([CH:8]4[CH2:13][CH2:12][CH2:11][N:10]([C:14]([O:16][C:17]([CH3:20])([CH3:19])[CH3:18])=[O:15])[CH2:9]4)[CH:4]=[C:3]3[N:21]=2)=[CH:47][CH:48]=1)[C:34]1[CH:35]=[CH:36][CH:37]=[CH:38][CH:39]=1. The yield is 0.460. (3) The reactants are C(=O)([O-])[O-].[K+].[K+].[F:7][C:8]1[C:16]([N+:17]([O-:19])=[O:18])=[CH:15][CH:14]=[C:13]2[C:9]=1[CH2:10][CH2:11][NH:12]2.[CH2:20](Br)[CH3:21]. The catalyst is CC(C)=O. The product is [CH2:20]([N:12]1[C:13]2[C:9](=[C:8]([F:7])[C:16]([N+:17]([O-:19])=[O:18])=[CH:15][CH:14]=2)[CH2:10][CH2:11]1)[CH3:21]. The yield is 0.750. (4) The reactants are [Mg].[CH:2]([C:5]1[CH:10]=[C:9]([CH:11]([CH3:13])[CH3:12])[CH:8]=[C:7]([CH:14]([CH3:16])[CH3:15])[C:6]=1Br)([CH3:4])[CH3:3].BrCCBr.[CH3:22][O:23][C:24]1[CH:25]=[C:26](F)[CH:27]=[C:28]([O:30][CH3:31])[CH:29]=1.[Li]CCCC.[I:38]I. The catalyst is C1COCC1. The product is [I:38][C:25]1[C:24]([O:23][CH3:22])=[CH:29][C:28]([O:30][CH3:31])=[CH:27][C:26]=1[C:6]1[C:5]([CH:2]([CH3:4])[CH3:3])=[CH:10][C:9]([CH:11]([CH3:13])[CH3:12])=[CH:8][C:7]=1[CH:14]([CH3:16])[CH3:15]. The yield is 0.480. (5) The reactants are [F:1][C:2]1[CH:3]=[C:4]2[C:8](=[CH:9][CH:10]=1)[NH:7][C:6](=[O:11])[C:5]2=[O:12].[H-].[Na+].[CH3:15][O:16][C:17]1[CH:24]=[CH:23][C:20]([CH2:21]Cl)=[CH:19][CH:18]=1.O. The catalyst is CN(C=O)C.C(OCC)(=O)C.CCCCCC. The product is [F:1][C:2]1[CH:3]=[C:4]2[C:8](=[CH:9][CH:10]=1)[N:7]([CH2:21][C:20]1[CH:23]=[CH:24][C:17]([O:16][CH3:15])=[CH:18][CH:19]=1)[C:6](=[O:11])[C:5]2=[O:12]. The yield is 0.800. (6) The reactants are [C:1]([NH:9][C:10]1[N:18]=[C:17]2[C:13]([N:14]=[CH:15][N:16]2[C@H:19]2[C@H:24]3[C@H:25]([OH:26])[C@:21]([CH2:27][OH:28])([CH2:22][O:23]3)[O:20]2)=[C:12]([NH:29][C:30](=[O:37])[C:31]2[CH:36]=[CH:35][CH:34]=[CH:33][CH:32]=2)[N:11]=1)(=[O:8])[C:2]1[CH:7]=[CH:6][CH:5]=[CH:4][CH:3]=1.N1C=CC=CC=1.[C:44](Cl)([C:61]1[CH:66]=[CH:65][CH:64]=[CH:63][CH:62]=1)([C:53]1[CH:60]=[CH:59][C:56]([O:57][CH3:58])=[CH:55][CH:54]=1)[C:45]1[CH:52]=[CH:51][C:48]([O:49][CH3:50])=[CH:47][CH:46]=1. The catalyst is CCOC(C)=O. The product is [C:1]([NH:9][C:10]1[N:18]=[C:17]2[C:13]([N:14]=[CH:15][N:16]2[C@H:19]2[C@H:24]3[C@H:25]([OH:26])[C@:21]([CH2:27][O:28][C:44]([C:61]4[CH:66]=[CH:65][CH:64]=[CH:63][CH:62]=4)([C:53]4[CH:60]=[CH:59][C:56]([O:57][CH3:58])=[CH:55][CH:54]=4)[C:45]4[CH:46]=[CH:47][C:48]([O:49][CH3:50])=[CH:51][CH:52]=4)([CH2:22][O:23]3)[O:20]2)=[C:12]([NH:29][C:30](=[O:37])[C:31]2[CH:36]=[CH:35][CH:34]=[CH:33][CH:32]=2)[N:11]=1)(=[O:8])[C:2]1[CH:7]=[CH:6][CH:5]=[CH:4][CH:3]=1. The yield is 0.790. (7) The reactants are Br[CH2:2][CH2:3][O:4][C:5]1[CH:6]=[CH:7][C:8]([C:22]2[NH:31][C:30](=[O:32])[C:29]3[C:24](=[CH:25][C:26]([O:35][CH3:36])=[CH:27][C:28]=3[O:33][CH3:34])[N:23]=2)=[N:9][C:10]=1[C:11]1[CH:16]=[CH:15][C:14]([S:17]([CH3:20])(=[O:19])=[O:18])=[CH:13][C:12]=1[CH3:21].[CH:37]([NH2:40])([CH3:39])[CH3:38]. The catalyst is CS(C)=O. The product is [CH:37]([NH:40][CH2:2][CH2:3][O:4][C:5]1[CH:6]=[CH:7][C:8]([C:22]2[NH:31][C:30](=[O:32])[C:29]3[C:24](=[CH:25][C:26]([O:35][CH3:36])=[CH:27][C:28]=3[O:33][CH3:34])[N:23]=2)=[N:9][C:10]=1[C:11]1[CH:16]=[CH:15][C:14]([S:17]([CH3:20])(=[O:19])=[O:18])=[CH:13][C:12]=1[CH3:21])([CH3:39])[CH3:38]. The yield is 0.760.